The task is: Regression. Given a peptide amino acid sequence and an MHC pseudo amino acid sequence, predict their binding affinity value. This is MHC class I binding data.. This data is from Peptide-MHC class I binding affinity with 185,985 pairs from IEDB/IMGT. (1) The peptide sequence is RAVEPGTVL. The MHC is HLA-B15:09 with pseudo-sequence HLA-B15:09. The binding affinity (normalized) is 0.266. (2) The peptide sequence is KMKEIAEAY. The MHC is HLA-B15:02 with pseudo-sequence HLA-B15:02. The binding affinity (normalized) is 0.518.